From a dataset of CYP3A4 inhibition data for predicting drug metabolism from PubChem BioAssay. Regression/Classification. Given a drug SMILES string, predict its absorption, distribution, metabolism, or excretion properties. Task type varies by dataset: regression for continuous measurements (e.g., permeability, clearance, half-life) or binary classification for categorical outcomes (e.g., BBB penetration, CYP inhibition). Dataset: cyp3a4_veith. (1) The compound is CO/N=C(/C)CCC(=O)OC[C@@H]1O[C@H](c2ccccc2)C=C[C@@H]1Oc1ccc(OC)cc1. The result is 1 (inhibitor). (2) The compound is COC(=O)C1C(=O)C2=C(CC1C)NC(=O)CC2c1cccc(C)c1. The result is 1 (inhibitor). (3) The result is 1 (inhibitor). The molecule is CN(Cc1ccco1)c1ncncc1-c1ccccc1Cl. (4) The molecule is Nc1c2c(nc3ccccc13)CCCC2. The result is 0 (non-inhibitor). (5) The drug is O=C(O)c1cccc(CN2CCCCC2)c1. The result is 0 (non-inhibitor).